Dataset: Experimentally validated miRNA-target interactions with 360,000+ pairs, plus equal number of negative samples. Task: Binary Classification. Given a miRNA mature sequence and a target amino acid sequence, predict their likelihood of interaction. (1) Result: 1 (interaction). The miRNA is hsa-miR-4526 with sequence GCUGACAGCAGGGCUGGCCGCU. The protein sequence of the target gene is MVLKAFFPTCCVSTDSGLLVGRWVPEQSSAVVLAVLHFPFIPIQVKQLLAQVRQASQVGVAVLGTWCHCRQEPEESLGRFLESLGAVFPHEPWLRLCRERGGTFWSCEATHRQAPTAPGAPGEDQVMLIFYDQRQVLLSQLHLPTVLPDRQAGATTASTGGLAAVFDTVARSEVLFRSDRFDEGPVRLSHWQSEGVEASILAELARRASGPICLLLASLLSLVSAVSACRVFKLWPLSFLGSKLSTCEQLRHRLEHLTLIFSTRKAENPAQLMRKANTVASVLLDVALGLMLLSWLHGRS.... (2) The miRNA is hsa-miR-3658 with sequence UUUAAGAAAACACCAUGGAGAU. The protein sequence of the target gene is MGANASNYPHSCSPRVGGNSQAQQTFIGTSSYSQQGYGCESKLYSLDHGHEKPQDKKKRTSGLATLKKKFIKRRKSNRSADHAKQMRELLSGWDVRDVNALVEEYEGTSALKELSLQASLARPEARTLQKDMADLYEYKYCTDVDLIFQETCFPVHRAILAARCPFFKTLLSSSPEYGAEIIMDINTAGIDMPMFSALLHYLYTGEFGMEDSRFQNVDILVQLSEEFGTPNSLDVDMRGLFDYMCYYDVVLSFSSDSELVEAFGGNQNCLDEELKAHKAVISARSPFFRNLLQRRIRTGE.... Result: 1 (interaction). (3) The miRNA is hsa-miR-466 with sequence AUACACAUACACGCAACACACAU. The protein sequence of the target gene is MLALAKILLISTLFYSLLSGSHGKENQDINTTQNIAEVFKTMENKPISLESEANLNSDKENITTSNLKASHSPPLNLPNNSHGITDFSSNSSAEHSLGSLKPTSTISTSPPLIHSFVSKVPWNAPIADEDLLPISAHPNATPALSSENFTWSLVNDTVKTPDNSSITVSILSSEPTSPSVTPLIVEPSGWLTTNSDSFTGFTPYQEKTTLQPTLKFTNNSKLFPNTSDPQKENRNTGIVFGAILGAILGVSLLTLVGYLLCGKRKTDSFSHRRLYDDRNEPVLRLDNAPEPYDVSFGNSS.... Result: 1 (interaction). (4) The miRNA is hsa-miR-106a-3p with sequence CUGCAAUGUAAGCACUUCUUAC. The protein sequence of the target gene is MAAKDQLEVQVMAAQEMELAGKDPVSHEHEERKPVTETKEGDVTDEHGERGSFAETDEHTGVDTKELEDIAADIKEHLAAKRKRIEKIAKACSEIKNRIKNVLRTTQLKRQKRDYRISLKLPNVLEEFITDEQKDEEGDGEKEEQIKIFQEQQKRWQQDGKGTERD. Result: 1 (interaction). (5) The miRNA is hsa-miR-6718-5p with sequence UAGUGGUCAGAGGGCUUAUGA. The protein sequence of the target gene is MGRRLGRVAALLLGLLVECTEAKKHCWYFEGLYPTYYICRSYEDCCGSRCCVRALSIQRLWYFWFLLMMGVLFCCGAGFFIRRRMYPPPLIEEPTFNVSYTRQPPNPAPGAQQMGPPYYTDPGGPGMNPVGNTMAMAFQVQPNSPHGGTTYPPPPSYCNTPPPPYEQVVKDK. Result: 0 (no interaction). (6) The miRNA is hsa-miR-4460 with sequence AUAGUGGUUGUGAAUUUACCUU. The protein sequence of the target gene is MASYFDEHDCEPSDPEQETRTNMLLELARSLFNRMDFEDLGLVVDWDHHLPPPAAKTVVENLPRTVIRGSQAELKCPVCLLEFEEEETAIEMPCHHLFHSSCILPWLSKTNSCPLCRYELPTDDDTYEEHRRDKARKQQQQHRLENLHGAMYT. Result: 0 (no interaction). (7) The protein sequence of the target gene is MRASGRHDVSLKIVLATGCLLLANFSGASSAVATECPDQSPELQPWSPGHNRDYQVHIGHGRKLLLTSSATVHSITISGGGKLVIKDHHEHIVLRTRYILIDDGGELHAGSALCPFEGNFSIVLYGRADENILPDPYYGLKYIGVDKGGTLELHGQKKLSWTFLNKTLHPGGMQEGGYFFERSWGHRGVIVHVIDAKLGTVVHSDRFDTYRSKKESERLVQYLNAVPDGRILSVAVNDEGSRNLDDTARKAMTKLGSKHFLHLGFRHPWSFITVKGNPSSSVEDHIEYHGHKGSAAARVF.... Result: 1 (interaction). The miRNA is mmu-miR-449c-5p with sequence AGGCAGUGCAUUGCUAGCUGG.